Dataset: Catalyst prediction with 721,799 reactions and 888 catalyst types from USPTO. Task: Predict which catalyst facilitates the given reaction. (1) Reactant: [H-].[Na+].[OH:3][C:4]1[C:13]2[C:8](=[CH:9][CH:10]=[CH:11][CH:12]=2)[C:7]([CH:14]=[O:15])=[CH:6][CH:5]=1.Br[CH2:17][C:18]#[C:19][CH3:20].Cl. Product: [CH2:17]([O:3][C:4]1[C:13]2[C:8](=[CH:9][CH:10]=[CH:11][CH:12]=2)[C:7]([CH:14]=[O:15])=[CH:6][CH:5]=1)[C:18]#[C:19][CH3:20]. The catalyst class is: 9. (2) Reactant: [CH:1]1([CH2:7][C@H:8]([NH:21]C(=O)OC(C)(C)C)[CH2:9][N:10]([CH3:20])[C:11]([O:13][CH2:14][CH2:15][Si:16]([CH3:19])([CH3:18])[CH3:17])=[O:12])[CH2:6][CH2:5][CH2:4][CH2:3][CH2:2]1.C(OCC)C.CC1C=CC(S(O)(=O)=O)=CC=1. Product: [NH2:21][C@@H:8]([CH2:7][CH:1]1[CH2:2][CH2:3][CH2:4][CH2:5][CH2:6]1)[CH2:9][N:10]([CH3:20])[C:11](=[O:12])[O:13][CH2:14][CH2:15][Si:16]([CH3:18])([CH3:19])[CH3:17]. The catalyst class is: 14. (3) Product: [C:49]([N:39]1[CH2:40][CH2:41][CH:36]([C:34]([N:12]2[CH2:13][CH2:14][C@@H:15]([N:16]([CH3:33])[C:17](=[O:32])[C:18]3[CH:23]=[C:22]([C:24]([F:25])([F:27])[F:26])[CH:21]=[C:20]([C:28]([F:29])([F:31])[F:30])[CH:19]=3)[C@H:10]([C:5]3[CH:6]=[CH:7][C:8]([Cl:9])=[C:3]([Cl:2])[CH:4]=3)[CH2:11]2)=[O:35])[CH2:37][CH2:38]1)(=[O:51])[CH3:50]. Reactant: Cl.[Cl:2][C:3]1[CH:4]=[C:5]([C@H:10]2[C@H:15]([N:16]([CH3:33])[C:17](=[O:32])[C:18]3[CH:23]=[C:22]([C:24]([F:27])([F:26])[F:25])[CH:21]=[C:20]([C:28]([F:31])([F:30])[F:29])[CH:19]=3)[CH2:14][CH2:13][N:12]([C:34]([CH:36]3[CH2:41][CH2:40][NH:39][CH2:38][CH2:37]3)=[O:35])[CH2:11]2)[CH:6]=[CH:7][C:8]=1[Cl:9].C(N(CC)CC)C.[C:49](Cl)(=[O:51])[CH3:50].[OH-].[Na+]. The catalyst class is: 47. (4) Reactant: [C:1]([C@@H:4]1[CH:21]2[C@:16]([CH3:23])([CH2:17][CH2:18][C:19](=[O:22])[CH2:20]2)[C@@H:15]2[C@H:6]([C@H:7]3[C@@:11]([CH2:13][CH2:14]2)([CH3:12])[C:10](=[O:24])[CH2:9][CH2:8]3)[CH2:5]1)([OH:3])=[O:2].CO.[CH3:27]CN=C=NCCCN(C)C.O. Product: [CH3:27][O:2][C:1]([C@@H:4]1[CH:21]2[C@:16]([CH3:23])([CH2:17][CH2:18][C:19](=[O:22])[CH2:20]2)[C@@H:15]2[C@H:6]([C@H:7]3[C@@:11]([CH2:13][CH2:14]2)([CH3:12])[C:10](=[O:24])[CH2:9][CH2:8]3)[CH2:5]1)=[O:3]. The catalyst class is: 64.